Dataset: Reaction yield outcomes from USPTO patents with 853,638 reactions. Task: Predict the reaction yield, written as a fraction of the theoretical maximum amount of product (1.0 means a 100% yield; for example, 0.34 means a 34% yield). (1) The reactants are [C:1]([OH:6])(=O)/[CH:2]=[CH:3]/[CH3:4].S(Cl)(Cl)=O.[NH2:11][C:12]1[CH:19]=[CH:18][C:15]([C:16]#[N:17])=[C:14]([Cl:20])[CH:13]=1. The catalyst is CC(N(C)C)=O.[Cl-].[Na+].O. The product is [Cl:20][C:14]1[CH:13]=[C:12]([NH:11][C:1](=[O:6])/[CH:2]=[CH:3]/[CH3:4])[CH:19]=[CH:18][C:15]=1[C:16]#[N:17]. The yield is 0.840. (2) The reactants are [Br:1][C:2]1[CH:11]=[C:10]2[C:5]([C:6]3[CH:16]=[CH:15][C:14]([Br:17])=[CH:13][C:7]=3[C:8](=O)[O:9]2)=[CH:4][CH:3]=1.[Li+].[BH4-]. The catalyst is C1COCC1. The product is [Br:1][C:2]1[CH:11]=[C:10]2[C:5]([C:6]3[CH:16]=[CH:15][C:14]([Br:17])=[CH:13][C:7]=3[CH2:8][O:9]2)=[CH:4][CH:3]=1. The yield is 0.860. (3) The reactants are [Br-:1].[Li+].CS(O[C@@H:8]([CH2:12][C:13]1[CH:18]=[CH:17][CH:16]=[CH:15][CH:14]=1)[C:9]([OH:11])=[O:10])(=O)=O. The catalyst is C(Cl)Cl. The product is [Br:1][C@H:8]([CH2:12][C:13]1[CH:18]=[CH:17][CH:16]=[CH:15][CH:14]=1)[C:9]([OH:11])=[O:10]. The yield is 0.800. (4) The reactants are C(Cl)(=O)C(Cl)=O.CS(C)=O.[CH3:11][C:12]1[N:16]([CH2:17][C:18]2[CH:23]=[CH:22][C:21]([CH3:24])=[CH:20][CH:19]=2)[N:15]=[C:14]([CH2:25][OH:26])[CH:13]=1.C(N(CC)CC)C. The catalyst is ClCCl.O. The product is [CH3:11][C:12]1[N:16]([CH2:17][C:18]2[CH:23]=[CH:22][C:21]([CH3:24])=[CH:20][CH:19]=2)[N:15]=[C:14]([CH:25]=[O:26])[CH:13]=1. The yield is 0.890. (5) The reactants are Br[C:2]1[CH:6]=[CH:5][S:4][C:3]=1[C:7]1[S:8][CH:9]=[CH:10][CH:11]=1.C([Li])CCC.[C:17]1(=O)[CH2:22][CH2:21][CH2:20][CH2:19][CH2:18]1.[CH2:24]([O:26]CC)C. No catalyst specified. The product is [S:4]1[CH:5]=[CH:6][C:2]([CH:24]([CH:17]2[CH2:22][CH2:21][CH2:20][CH2:19][CH2:18]2)[OH:26])=[C:3]1[C:7]1[S:8][CH:9]=[CH:10][CH:11]=1. The yield is 0.490. (6) The reactants are [N+:1]([O-:4])([O-])=[O:2].[Na+].[N:6]([C@@H:9]1[CH2:18][C:17]2[C:12](=[CH:13][CH:14]=[C:15]([Br:19])[CH:16]=2)[N:11]([C:20]([O:22][CH3:23])=[O:21])[CH2:10]1)=[N+:7]=[N-:8]. The catalyst is FC(F)(F)C(O)=O. The product is [N:6]([C@@H:9]1[CH2:18][C:17]2[C:12](=[C:13]([N+:1]([O-:4])=[O:2])[CH:14]=[C:15]([Br:19])[CH:16]=2)[N:11]([C:20]([O:22][CH3:23])=[O:21])[CH2:10]1)=[N+:7]=[N-:8]. The yield is 0.950. (7) The catalyst is O.CC(C)([P](C(C)(C)C)([Pd][P](C(C)(C)C)(C(C)(C)C)C(C)(C)C)C(C)(C)C)C. The product is [CH:25]([C:2]1[CH:3]=[N:4][N:5]([CH3:17])[C:6]=1[C:7]1[CH:8]=[C:9]([C:13]([O:15][CH3:16])=[O:14])[S:10][C:11]=1[CH3:12])=[CH2:26]. The yield is 0.810. The reactants are Br[C:2]1[CH:3]=[N:4][N:5]([CH3:17])[C:6]=1[C:7]1[CH:8]=[C:9]([C:13]([O:15][CH3:16])=[O:14])[S:10][C:11]=1[CH3:12].C(=O)([O-])[O-].[K+].[K+].O1CCO[CH2:26][CH2:25]1. (8) The reactants are O[C:2]1[CH:3]=[C:4]([NH:8][C:9]2[N:14]=[C:13]([NH:15][C:16]3[CH:21]=[CH:20][CH:19]=[C:18](O)[CH:17]=3)[C:12]([F:23])=[CH:11][N:10]=2)[CH:5]=[CH:6][CH:7]=1.[NH2:24][C:25]1C=C(C=CC=1)C#N.Cl[C:34]1N=C(Cl)C(F)=C[N:35]=1. No catalyst specified. The product is [C:25]([C:2]1[CH:3]=[C:4]([NH:8][C:9]2[N:14]=[C:13]([NH:15][C:16]3[CH:21]=[CH:20][CH:19]=[C:18]([C:34]#[N:35])[CH:17]=3)[C:12]([F:23])=[CH:11][N:10]=2)[CH:5]=[CH:6][CH:7]=1)#[N:24]. The yield is 0.760.